Regression/Classification. Given a drug SMILES string, predict its toxicity properties. Task type varies by dataset: regression for continuous values (e.g., LD50, hERG inhibition percentage) or binary classification for toxic/non-toxic outcomes (e.g., AMES mutagenicity, cardiotoxicity, hepatotoxicity). Dataset: herg_karim. From a dataset of hERG potassium channel inhibition data for cardiac toxicity prediction from Karim et al.. The result is 0 (non-blocker). The drug is CC(C)(C)OC(=O)NC[C@H]1CC[C@H](CNC(=O)c2cc(N3CCC(CCN4CC(O)C4)CC3)nc3ccccc23)CC1.